Dataset: Experimentally validated miRNA-target interactions with 360,000+ pairs, plus equal number of negative samples. Task: Binary Classification. Given a miRNA mature sequence and a target amino acid sequence, predict their likelihood of interaction. The miRNA is hsa-miR-3126-5p with sequence UGAGGGACAGAUGCCAGAAGCA. The protein sequence of the target gene is MAISSSSCLGLICSLLCHWVGTASSLNLEDPNVCSHWESYSVTVQESYPHPFDQIYYTSCTDILNWFKCTRHRISYRTAYRHGEKTMYRRKSQCCPGFYESRDMCVPHCADKCVHGRCIAPNTCQCEPGWGGTNCSSACDGDHWGPHCSSRCQCKNRALCNPITGACHCAAGYRGWRCEDRCEQGTYGNDCHQRCQCQNGATCDHITGECRCSPGYTGAFCEDLCPPGKHGPHCEQRCPCQNGGVCHHVTGECSCPSGWMGTVCGQPCPEGRFGKNCSQECQCHNGGTCDAATGQCHCSP.... Result: 0 (no interaction).